This data is from Forward reaction prediction with 1.9M reactions from USPTO patents (1976-2016). The task is: Predict the product of the given reaction. (1) Given the reactants [F:1][C:2]1([F:18])[CH2:6][CH2:5][CH:4]([C:7]2[C:11]([CH2:12][OH:13])=[C:10]([C:14]([F:17])([F:16])[F:15])[S:9][N:8]=2)[CH2:3]1.O[C:20]1[CH:25]=[CH:24][C:23]([CH2:26][CH2:27][C:28]([O:30][CH2:31][CH3:32])=[O:29])=[C:22]([CH3:33])[C:21]=1[CH3:34].C1CCN(C(N=NC(N2CCCCC2)=O)=O)CC1.P(CCCC)(CCCC)CCCC, predict the reaction product. The product is: [F:18][C:2]1([F:1])[CH2:6][CH2:5][CH:4]([C:7]2[C:11]([CH2:12][O:13][C:20]3[CH:25]=[CH:24][C:23]([CH2:26][CH2:27][C:28]([O:30][CH2:31][CH3:32])=[O:29])=[C:22]([CH3:33])[C:21]=3[CH3:34])=[C:10]([C:14]([F:16])([F:17])[F:15])[S:9][N:8]=2)[CH2:3]1. (2) Given the reactants [Si:1]([O:8][C@H:9]1[CH2:13][C@H:12]([N:14]2[C:18]3[N:19]=[CH:20][N:21]=[C:22]([NH:23][C@@H:24]4[C:32]5[C:27](=[CH:28][CH:29]=[CH:30][CH:31]=5)[CH2:26][CH2:25]4)[C:17]=3[CH:16]=[CH:15]2)[CH2:11][C@H:10]1[CH2:33]O)([C:4]([CH3:7])([CH3:6])[CH3:5])([CH3:3])[CH3:2].[C:35]([NH:42][SH:43](=[O:45])=[O:44])([O:37][C:38]([CH3:41])([CH3:40])[CH3:39])=[O:36].C1(P(C2C=CC=CC=2)C2C=CC=CC=2)C=CC=CC=1.C(OCC)(=O)C.[N:71](C(OCC)=O)=NC(OCC)=O, predict the reaction product. The product is: [C:38]([O:37][C:35](=[O:36])[N:42]([S:43]([NH2:71])(=[O:44])=[O:45])[CH2:33][C@@H:10]1[CH2:11][C@@H:12]([N:14]2[C:18]3[N:19]=[CH:20][N:21]=[C:22]([NH:23][C@@H:24]4[C:32]5[C:27](=[CH:28][CH:29]=[CH:30][CH:31]=5)[CH2:26][CH2:25]4)[C:17]=3[CH:16]=[CH:15]2)[CH2:13][C@@H:9]1[O:8][Si:1]([C:4]([CH3:5])([CH3:6])[CH3:7])([CH3:2])[CH3:3])([CH3:41])([CH3:40])[CH3:39]. (3) Given the reactants [CH2:1]1[C:14]2[C:13]3[CH:12]=[CH:11][CH:10]=[CH:9][C:8]=3[NH:7][C:6]=2[C:5]([C:15]([O:17][CH2:18][CH3:19])=[O:16])=[CH:4][NH:3][CH2:2]1.[H-].[Na+].[CH3:22]I.O, predict the reaction product. The product is: [CH2:18]([O:17][C:15]([C:5]1[C:6]2[NH:7][C:8]3[CH:9]=[CH:10][CH:11]=[CH:12][C:13]=3[C:14]=2[CH2:1][CH2:2][N:3]([CH3:22])[CH:4]=1)=[O:16])[CH3:19]. (4) Given the reactants [C:1]([O:5][C:6]([N:8]1[CH2:16][C:15]2[C:10](=[CH:11][CH:12]=[C:13](I)[CH:14]=2)[CH2:9]1)=[O:7])([CH3:4])([CH3:3])[CH3:2].[CH3:18][O:19][CH2:20][CH2:21][OH:22], predict the reaction product. The product is: [C:1]([O:5][C:6]([N:8]1[CH2:16][C:15]2[C:10](=[CH:11][CH:12]=[C:13]([O:22][CH2:21][CH2:20][O:19][CH3:18])[CH:14]=2)[CH2:9]1)=[O:7])([CH3:4])([CH3:3])[CH3:2]. (5) Given the reactants Cl.[NH:2]1[CH2:7][CH2:6][CH:5]([C:8]2[CH:13]=[CH:12][C:11]([NH:14][C:15]3[N:16]=[C:17]([N:24]4[CH2:29][CH2:28][CH2:27][C@@H:26]([NH:30][C:31]([N:33]5[CH2:38][CH2:37][CH2:36][CH2:35][CH2:34]5)=[O:32])[CH2:25]4)[N:18]=[N:19][C:20]=3[C:21]([NH2:23])=[O:22])=[CH:10][CH:9]=2)[CH2:4][CH2:3]1.CCN(C(C)C)C(C)C.[C:48](Cl)(=[O:51])[CH2:49][CH3:50], predict the reaction product. The product is: [N:33]1([C:31]([NH:30][C@@H:26]2[CH2:27][CH2:28][CH2:29][N:24]([C:17]3[N:18]=[N:19][C:20]([C:21]([NH2:23])=[O:22])=[C:15]([NH:14][C:11]4[CH:12]=[CH:13][C:8]([CH:5]5[CH2:6][CH2:7][N:2]([C:48](=[O:51])[CH2:49][CH3:50])[CH2:3][CH2:4]5)=[CH:9][CH:10]=4)[N:16]=3)[CH2:25]2)=[O:32])[CH2:38][CH2:37][CH2:36][CH2:35][CH2:34]1. (6) Given the reactants [Br:1][C:2]1[CH:3]=[C:4]2[C:10]([C@@H:11]([C:13]3[C:18]([Cl:19])=[C:17]([F:20])[CH:16]=[CH:15][C:14]=3[OH:21])[CH3:12])=[CH:9][NH:8][C:5]2=[N:6][CH:7]=1.[H-].[Na+].[C:24]([O:28][C:29](O[C:29]([O:28][C:24]([CH3:27])([CH3:26])[CH3:25])=[O:30])=[O:30])([CH3:27])([CH3:26])[CH3:25].[NH4+].[Cl-], predict the reaction product. The product is: [Br:1][C:2]1[CH:3]=[C:4]2[C:10]([C@@H:11]([C:13]3[C:14]([O:21][C:29]([O:28][C:24]([CH3:27])([CH3:26])[CH3:25])=[O:30])=[CH:15][CH:16]=[C:17]([F:20])[C:18]=3[Cl:19])[CH3:12])=[CH:9][N:8]([C:29]([O:28][C:24]([CH3:27])([CH3:26])[CH3:25])=[O:30])[C:5]2=[N:6][CH:7]=1. (7) Given the reactants [CH3:1][CH2:2]/[CH:3]=[CH:4]\[CH2:5][C@H:6]1[C:10](=[O:11])[CH2:9][CH2:8][C@@H:7]1[CH2:12][C:13]([OH:15])=[O:14], predict the reaction product. The product is: [O:11]=[C:10]1[CH2:9][CH2:8][CH:7]([CH2:12][C:13]([OH:15])=[O:14])[CH:6]1[CH2:5][CH2:4][CH2:3][CH2:2][CH3:1]. (8) Given the reactants CN([P+](ON1N=NC2C=CC=CC1=2)(N(C)C)N(C)C)C.F[P-](F)(F)(F)(F)F.C(N(CC)CC)C.[NH2:35][C:36]1[N:44]=[C:43]([CH3:45])[CH:42]=[CH:41][C:37]=1[C:38]([OH:40])=O.[CH3:46][C:47]1[CH:48]=[C:49]([O:53][C:54]2[S:58][C:57]([CH2:59][NH2:60])=[CH:56][CH:55]=2)[CH:50]=[CH:51][CH:52]=1, predict the reaction product. The product is: [CH3:46][C:47]1[CH:48]=[C:49]([CH:50]=[CH:51][CH:52]=1)[O:53][C:54]1[S:58][C:57]([CH2:59][NH:60][C:38](=[O:40])[C:37]2[CH:41]=[CH:42][C:43]([CH3:45])=[N:44][C:36]=2[NH2:35])=[CH:56][CH:55]=1. (9) Given the reactants [OH-].[Na+].[CH:3]1([C:6]2[C:11]([C:12]3[CH:17]=[CH:16][C:15]([F:18])=[CH:14][CH:13]=3)=[C:10]([F:19])[C:9]([O:20][CH2:21][CH3:22])=[C:8]([CH2:23][N:24]3[CH2:29][CH2:28][CH:27]([N:30]4[CH2:39][CH2:38][C:37]5[N:36]=[C:35]([CH2:40][CH2:41][CH3:42])[C:34]([C:43]([O:45]CC)=[O:44])=[CH:33][C:32]=5[C:31]4=[O:48])[CH2:26][CH2:25]3)[CH:7]=2)[CH2:5][CH2:4]1, predict the reaction product. The product is: [CH:3]1([C:6]2[C:11]([C:12]3[CH:17]=[CH:16][C:15]([F:18])=[CH:14][CH:13]=3)=[C:10]([F:19])[C:9]([O:20][CH2:21][CH3:22])=[C:8]([CH2:23][N:24]3[CH2:25][CH2:26][CH:27]([N:30]4[CH2:39][CH2:38][C:37]5[N:36]=[C:35]([CH2:40][CH2:41][CH3:42])[C:34]([C:43]([OH:45])=[O:44])=[CH:33][C:32]=5[C:31]4=[O:48])[CH2:28][CH2:29]3)[CH:7]=2)[CH2:5][CH2:4]1.